This data is from TCR-epitope binding with 47,182 pairs between 192 epitopes and 23,139 TCRs. The task is: Binary Classification. Given a T-cell receptor sequence (or CDR3 region) and an epitope sequence, predict whether binding occurs between them. The epitope is YFPLQSYGF. The TCR CDR3 sequence is CASSVGTAGEAFF. Result: 1 (the TCR binds to the epitope).